Dataset: Reaction yield outcomes from USPTO patents with 853,638 reactions. Task: Predict the reaction yield, written as a fraction of the theoretical maximum amount of product (1.0 means a 100% yield; for example, 0.34 means a 34% yield). (1) The reactants are Cl[C:2]1[C:11]2[C:6](=[CH:7][C:8]([N+:12]([O-:14])=[O:13])=[CH:9][CH:10]=2)[N:5]=[CH:4][N:3]=1.[C:15]([C:17]1[CH:18]=[C:19]([NH2:23])[CH:20]=[CH:21][CH:22]=1)#[CH:16]. The catalyst is C(O)(C)C. The product is [C:15]([C:17]1[CH:18]=[C:19]([NH:23][C:2]2[C:11]3[C:6](=[CH:7][C:8]([N+:12]([O-:14])=[O:13])=[CH:9][CH:10]=3)[N:5]=[CH:4][N:3]=2)[CH:20]=[CH:21][CH:22]=1)#[CH:16]. The yield is 0.940. (2) The reactants are [Br:1][C:2]1[CH:7]=[CH:6][C:5]([C@@H:8]([N:10]2[CH2:14][C:13]([CH2:21][C:22]([CH3:24])=[CH2:23])([C:15]3[CH:20]=[CH:19][CH:18]=[CH:17][CH:16]=3)[O:12][C:11]2=[O:25])[CH3:9])=[CH:4][CH:3]=1.C1C=C(Cl)C=C(C(OO)=[O:34])C=1. The catalyst is C(Cl)Cl. The product is [Br:1][C:2]1[CH:3]=[CH:4][C:5]([C@@H:8]([N:10]2[CH2:14][C:13]([CH2:21][C:22]3([CH3:24])[CH2:23][O:34]3)([C:15]3[CH:16]=[CH:17][CH:18]=[CH:19][CH:20]=3)[O:12][C:11]2=[O:25])[CH3:9])=[CH:6][CH:7]=1. The yield is 0.900. (3) The reactants are C([O:5][C:6](=[O:32])[CH2:7][C@H:8]([CH2:24][C:25]1[CH:30]=[CH:29][C:28]([Cl:31])=[CH:27][CH:26]=1)[C:9]([N:11]1[C@H:15]([CH3:16])[C@H:14]([C:17]2[CH:22]=[CH:21][CH:20]=[CH:19][CH:18]=2)[O:13][C:12]1=[O:23])=[O:10])(C)(C)C.C(O)(C(F)(F)F)=O. The catalyst is C(Cl)Cl. The product is [Cl:31][C:28]1[CH:27]=[CH:26][C:25]([CH2:24][C@H:8]([C:9]([N:11]2[C@H:15]([CH3:16])[C@H:14]([C:17]3[CH:18]=[CH:19][CH:20]=[CH:21][CH:22]=3)[O:13][C:12]2=[O:23])=[O:10])[CH2:7][C:6]([OH:32])=[O:5])=[CH:30][CH:29]=1. The yield is 1.00. (4) The reactants are [CH3:1][O:2][C:3]([NH:5][C@H:6]([C:10]([N:12]1[C@@H:16]([CH3:17])[CH2:15][CH2:14][C@H:13]1[C:18]1[NH:22][C:21]2[C:23]3[C:28]([CH:29]=[CH:30][C:20]=2[N:19]=1)=[CH:27][C:26]1[C:31]2[C:36]([CH2:37][O:38][C:25]=1[CH:24]=3)=[CH:35][C:34]([C:39]1[NH:43][C:42]([C@@H:44]3[CH2:48][C@H:47]([CH2:49][O:50][CH3:51])[CH2:46][N:45]3[C:52]([O:54]C(C)(C)C)=O)=[N:41][CH:40]=1)=[CH:33][CH:32]=2)=[O:11])[CH:7]([CH3:9])[CH3:8])=[O:4].[CH3:59][O:60][C:61]([NH:63][C@H:64]([C:68]1[CH:73]=[CH:72][CH:71]=[CH:70][CH:69]=1)C(O)=O)=[O:62].CCOC(C(C#N)=NOC(N1CCOCC1)=[N+](C)C)=O.F[P-](F)(F)(F)(F)F.C(N(C(C)C)CC)(C)C. The catalyst is Cl.CCO. The product is [CH3:59][O:60][C:61]([NH:63][C@H:64]([C:68]1[CH:73]=[CH:72][CH:71]=[CH:70][CH:69]=1)[C:52]([N:45]1[CH2:46][C@@H:47]([CH2:49][O:50][CH3:51])[CH2:48][C@H:44]1[C:42]1[NH:43][C:39]([C:34]2[CH:35]=[C:36]3[CH2:37][O:38][C:25]4[CH:24]=[C:23]5[C:28]([CH:29]=[CH:30][C:20]6[N:19]=[C:18]([C@@H:13]7[CH2:14][CH2:15][C@H:16]([CH3:17])[N:12]7[C:10](=[O:11])[C@@H:6]([NH:5][C:3](=[O:4])[O:2][CH3:1])[CH:7]([CH3:9])[CH3:8])[NH:22][C:21]=65)=[CH:27][C:26]=4[C:31]3=[CH:32][CH:33]=2)=[CH:40][N:41]=1)=[O:54])=[O:62]. The yield is 0.390. (5) The reactants are [OH:1][C:2]12[CH2:11][CH:6]3[CH2:7][CH:8]([CH2:10][C:4]([C:12]([OH:14])=O)([CH2:5]3)[CH2:3]1)[CH2:9]2.[CH3:15][NH:16][CH2:17][C:18]1[S:19][CH:20]=[CH:21][CH:22]=1.C(N(CC)CC)C.CCN=C=NCCCN(C)C. The catalyst is C(Cl)Cl.CN(C1C=CN=CC=1)C. The product is [CH3:15][N:16]([CH2:17][C:18]1[S:19][CH:20]=[CH:21][CH:22]=1)[C:12]([C:4]12[CH2:5][CH:6]3[CH2:7][CH:8]([CH2:9][C:2]([OH:1])([CH2:11]3)[CH2:3]1)[CH2:10]2)=[O:14]. The yield is 0.370. (6) The reactants are [N-:1]=[N+:2]=[N-:3].[Na+].Br[C:6]1[CH:11]=[CH:10][N:9]=[C:8]([C:12]#[N:13])[C:7]=1[O:14][CH3:15]. The catalyst is CN(C)C=O.O. The product is [N:1]([C:6]1[CH:11]=[CH:10][N:9]=[C:8]([C:12]#[N:13])[C:7]=1[O:14][CH3:15])=[N+:2]=[N-:3]. The yield is 0.350.